From a dataset of Catalyst prediction with 721,799 reactions and 888 catalyst types from USPTO. Predict which catalyst facilitates the given reaction. Reactant: [Br:1][C:2]1[N:7]=[C:6]([C:8]([OH:10])=[O:9])[CH:5]=[CH:4][CH:3]=1.S(=O)(=O)(O)O.[CH3:16]COC(C)=O.C(=O)(O)[O-].[Na+]. Product: [Br:1][C:2]1[N:7]=[C:6]([C:8]([O:10][CH3:16])=[O:9])[CH:5]=[CH:4][CH:3]=1. The catalyst class is: 5.